This data is from Reaction yield outcomes from USPTO patents with 853,638 reactions. The task is: Predict the reaction yield, written as a fraction of the theoretical maximum amount of product (1.0 means a 100% yield; for example, 0.34 means a 34% yield). (1) The reactants are [Cl:1][C:2]1[CH:6]=[N:5][N:4]([CH:7]([CH3:9])[CH3:8])[C:3]=1[C:10]1[CH:11]=[C:12]([NH2:18])[CH:13]=[CH:14][C:15]=1[O:16][CH3:17].[Cl:19][C:20]1[CH:25]=[CH:24][C:23]([N:26]=[C:27]=[O:28])=[CH:22][CH:21]=1. The catalyst is C(Cl)Cl. The product is [Cl:1][C:2]1[CH:6]=[N:5][N:4]([CH:7]([CH3:9])[CH3:8])[C:3]=1[C:10]1[CH:11]=[C:12]([NH:18][C:27]([NH:26][C:23]2[CH:24]=[CH:25][C:20]([Cl:19])=[CH:21][CH:22]=2)=[O:28])[CH:13]=[CH:14][C:15]=1[O:16][CH3:17]. The yield is 0.540. (2) The reactants are [CH:1]1([CH2:7][N:8]([CH2:29][C:30]2[CH:35]=[CH:34][C:33]([F:36])=[CH:32][C:31]=2[F:37])[C:9](=[O:28])[CH2:10][O:11][C:12]2[CH:17]=[CH:16][C:15]([CH2:18][C@H:19]([O:25][CH2:26][CH3:27])[C:20]([O:22]CC)=[O:21])=[CH:14][CH:13]=2)[CH2:6][CH2:5][CH2:4][CH2:3][CH2:2]1.[Li+].[OH-].Cl. The catalyst is C(#N)C. The product is [CH:1]1([CH2:7][N:8]([CH2:29][C:30]2[CH:35]=[CH:34][C:33]([F:36])=[CH:32][C:31]=2[F:37])[C:9](=[O:28])[CH2:10][O:11][C:12]2[CH:13]=[CH:14][C:15]([CH2:18][C@H:19]([O:25][CH2:26][CH3:27])[C:20]([OH:22])=[O:21])=[CH:16][CH:17]=2)[CH2:6][CH2:5][CH2:4][CH2:3][CH2:2]1. The yield is 0.890. (3) The reactants are Cl[C:2]([O:4][CH2:5][C:6]1[CH:11]=[CH:10][CH:9]=[CH:8][CH:7]=1)=[O:3].[NH2:12][C@H:13]1[CH2:18][CH2:17][C@H:16]([C:19]([OH:21])=O)[CH2:15][CH2:14]1.C(=O)([O-])[O-].[Na+].[Na+].[OH-].[Na+].Cl.[CH3:31][NH:32][O:33][CH3:34].Cl.CN(C)CCCN=C=NCC.ON1C2C=CC=CC=2N=N1.C(N(CC)CC)C.[Cl-].[Na+]. The product is [CH2:5]([O:4][C:2](=[O:3])[NH:12][C@H:13]1[CH2:18][CH2:17][C@H:16]([C:19](=[O:21])[N:32]([O:33][CH3:34])[CH3:31])[CH2:15][CH2:14]1)[C:6]1[CH:11]=[CH:10][CH:9]=[CH:8][CH:7]=1. The yield is 0.260. The catalyst is O.C(Cl)(Cl)Cl.C(OCC)(=O)C. (4) The reactants are [CH3:1][S:2][C:3]1[CH:10]=[CH:9][C:6]([C:7]#[N:8])=[CH:5][CH:4]=1.[CH2:11]([O:13][C:14]1[CH:20]=[CH:19][C:17]([NH2:18])=[CH:16][CH:15]=1)[CH3:12]. No catalyst specified. The product is [CH2:11]([O:13][C:14]1[CH:20]=[CH:19][C:17]([NH:18][C:7]([C:6]2[CH:9]=[CH:10][C:3]([S:2][CH3:1])=[CH:4][CH:5]=2)=[NH:8])=[CH:16][CH:15]=1)[CH3:12]. The yield is 0.610.